Dataset: Full USPTO retrosynthesis dataset with 1.9M reactions from patents (1976-2016). Task: Predict the reactants needed to synthesize the given product. (1) The reactants are: [C:1]([C:3]1[CH:4]=[C:5]([NH:10][C:11](=[O:14])[CH2:12][CH3:13])[CH:6]=[C:7]([F:9])[CH:8]=1)#[N:2].O1C2C=CC(CNC3C=C(C=CC=3F)C#N)=CC=2OCC1.Br[CH2:37][C:38]1[CH:43]=[CH:42][CH:41]=[C:40]([O:44][CH:45]([CH3:47])[CH3:46])[CH:39]=1. Given the product [C:1]([C:3]1[CH:4]=[C:5]([N:10]([CH2:37][C:38]2[CH:43]=[CH:42][CH:41]=[C:40]([O:44][CH:45]([CH3:47])[CH3:46])[CH:39]=2)[C:11](=[O:14])[CH2:12][CH3:13])[CH:6]=[C:7]([F:9])[CH:8]=1)#[N:2], predict the reactants needed to synthesize it. (2) Given the product [CH3:52][O:51][C:49](=[O:50])[CH2:48][N:47]1[CH2:54][C:42]2([CH2:43][CH2:44][CH2:45][N:41]2[C:39]([O:38][C:34]([CH3:35])([CH3:36])[CH3:37])=[O:40])[C:46]1=[O:53], predict the reactants needed to synthesize it. The reactants are: C1(P(C2C=CC=CC=2)C2C=CC=CC=2)C=CC=CC=1.CC(OC(/N=N/C(OC(C)C)=O)=O)C.[C:34]([O:38][C:39]([N:41]1[CH2:45][CH2:44][CH2:43][C:42]1([CH2:54]O)[C:46](=[O:53])[NH:47][CH2:48][C:49]([O:51][CH3:52])=[O:50])=[O:40])([CH3:37])([CH3:36])[CH3:35]. (3) Given the product [OH:46][CH2:45][CH2:44][NH:1][CH2:4][C@:5]12[CH2:39][CH2:38][C@@H:37]([C:40]([CH3:42])=[CH2:41])[C@@H:6]1[C@@H:7]1[C@@:20]([CH3:23])([CH2:21][CH2:22]2)[C@@:19]2([CH3:24])[C@@H:10]([C@:11]3([CH3:36])[C@@H:16]([CH2:17][CH2:18]2)[C:15]([CH3:26])([CH3:25])[C:14]([C:27]2[CH:35]=[CH:34][C:30]([C:31]([OH:33])=[O:32])=[CH:29][CH:28]=2)=[CH:13][CH2:12]3)[CH2:9][CH2:8]1, predict the reactants needed to synthesize it. The reactants are: [N:1]1([CH2:4][C@:5]23[CH2:39][CH2:38][C@@H:37]([C:40]([CH3:42])=[CH2:41])[C@@H:6]2[C@@H:7]2[C@@:20]([CH3:23])([CH2:21][CH2:22]3)[C@@:19]3([CH3:24])[C@@H:10]([C@:11]4([CH3:36])[C@@H:16]([CH2:17][CH2:18]3)[C:15]([CH3:26])([CH3:25])[C:14]([C:27]3[CH:35]=[CH:34][C:30]([C:31]([OH:33])=[O:32])=[CH:29][CH:28]=3)=[CH:13][CH2:12]4)[CH2:9][CH2:8]2)CC1.Br[CH2:44][CH2:45][OH:46]. (4) The reactants are: Cl.[O:2]1[CH2:6][CH2:5][CH:4]([CH2:7][NH2:8])[CH2:3]1.C(N(CC)CC)C.[C:16]1([C:22]2[O:37][C:25]([CH2:26][O:27][CH2:28][C:29]3[O:33][N:32]=[C:31]([C:34](O)=[O:35])[CH:30]=3)=[CH:24][CH:23]=2)[CH:21]=[CH:20][CH:19]=[CH:18][CH:17]=1.ON1C2C=CC=CC=2N=N1.Cl.C(N=C=NCCCN(C)C)C.Cl. Given the product [O:2]1[CH2:6][CH2:5][CH:4]([CH2:7][NH:8][C:34]([C:31]2[CH:30]=[C:29]([CH2:28][O:27][CH2:26][C:25]3[O:37][C:22]([C:16]4[CH:21]=[CH:20][CH:19]=[CH:18][CH:17]=4)=[CH:23][CH:24]=3)[O:33][N:32]=2)=[O:35])[CH2:3]1, predict the reactants needed to synthesize it. (5) Given the product [Cl:1][C:2]1[CH:3]=[N:4][C:5]([N:11]2[CH2:15][CH2:14][CH2:13][CH:12]2[C:16]2[CH:21]=[CH:20][CH:19]=[CH:18][CH:17]=2)=[C:6]([CH:10]=1)[C:7]([NH:23][C:24]1([C:27]2[CH:36]=[CH:35][C:30]([C:31]([O:33][CH3:34])=[O:32])=[CH:29][CH:28]=2)[CH2:26][CH2:25]1)=[O:8], predict the reactants needed to synthesize it. The reactants are: [Cl:1][C:2]1[CH:3]=[N:4][C:5]([N:11]2[CH2:15][CH2:14][CH2:13][CH:12]2[C:16]2[CH:21]=[CH:20][CH:19]=[CH:18][CH:17]=2)=[C:6]([CH:10]=1)[C:7](O)=[O:8].Cl.[NH2:23][C:24]1([C:27]2[CH:36]=[CH:35][C:30]([C:31]([O:33][CH3:34])=[O:32])=[CH:29][CH:28]=2)[CH2:26][CH2:25]1.C(N(CC)C(C)C)(C)C.F[P-](F)(F)(F)(F)F.N1(O[P+](N2CCCC2)(N2CCCC2)N2CCCC2)C2C=CC=CC=2N=N1.